From a dataset of Forward reaction prediction with 1.9M reactions from USPTO patents (1976-2016). Predict the product of the given reaction. (1) Given the reactants [NH2:1][C:2]1[C:10]([CH3:11])=[CH:9][C:8](I)=[CH:7][C:3]=1[C:4]([OH:6])=[O:5].[Cu](C#N)[C:14]#[N:15], predict the reaction product. The product is: [NH2:1][C:2]1[C:10]([CH3:11])=[CH:9][C:8]([C:14]#[N:15])=[CH:7][C:3]=1[C:4]([OH:6])=[O:5]. (2) Given the reactants [CH:1]1[CH:6]=[N+:5]([CH:7]2[O:11][CH:10]([CH2:12][O:13][P:14]([O:17][P:18]([O:21][CH2:22][CH:23]3[O:27][CH:26]([N:28]4[C:32]5[N:33]=[CH:34][N:35]=[C:36]([NH2:37])[C:31]=5[N:30]=[CH:29]4)[CH:25]([O:38][P:39]([OH:42])([OH:41])=[O:40])[CH:24]3[OH:43])([OH:20])=[O:19])([OH:16])=[O:15])[CH:9]([OH:44])[CH:8]2[OH:45])[CH:4]=[C:3]([C:46]([NH2:48])=[O:47])[CH:2]=1.C(OP(O)(O)=O)[C@H]1O[C@@H](O)[C@H](O)[C@@H](O)[C@@H]1O.CCCCCCCCCCCCOCCO.CS(C)=O, predict the reaction product. The product is: [CH:34]1[N:35]=[C:36]([NH2:37])[C:31]2[N:30]=[CH:29][N:28]([C@@H:26]3[O:27][C@H:23]([CH2:22][O:21][P:18]([O:17][P:14]([O:13][CH2:12][C@H:10]4[O:11][C@@H:7]([N:5]5[CH:4]=[C:3]([C:46]([NH2:48])=[O:47])[CH2:2][CH:1]=[CH:6]5)[C@H:8]([OH:45])[C@@H:9]4[OH:44])([OH:16])=[O:15])([OH:20])=[O:19])[C@@H:24]([OH:43])[C@H:25]3[O:38][P:39]([OH:42])([OH:41])=[O:40])[C:32]=2[N:33]=1. (3) The product is: [Cl:27][C:13]1[C:12]([CH3:28])=[C:11]([C:10]2[C:3]3[C:2]([O:30][C@H:31]([CH2:35][C:36]4[CH:41]=[CH:40][CH:39]=[CH:38][C:37]=4[O:42][CH2:43][C:44]4[CH:49]=[CH:48][N:47]=[C:46]([C:50]5[CH:55]=[CH:54][CH:53]=[CH:52][C:51]=5[O:56][CH3:57])[N:45]=4)[C:32]([O:34][CH2:64][CH3:65])=[O:33])=[N:7][CH:6]=[N:5][C:4]=3[S:8][C:9]=2[I:29])[CH:16]=[CH:15][C:14]=1[O:17][CH2:18][CH2:19][N:20]1[CH2:25][CH2:24][N:23]([CH3:26])[CH2:22][CH2:21]1. Given the reactants Cl[C:2]1[C:3]2[C:10]([C:11]3[CH:16]=[CH:15][C:14]([O:17][CH2:18][CH2:19][N:20]4[CH2:25][CH2:24][N:23]([CH3:26])[CH2:22][CH2:21]4)=[C:13]([Cl:27])[C:12]=3[CH3:28])=[C:9]([I:29])[S:8][C:4]=2[N:5]=[CH:6][N:7]=1.[OH:30][C@H:31]([CH2:35][C:36]1[CH:41]=[CH:40][CH:39]=[CH:38][C:37]=1[O:42][CH2:43][C:44]1[CH:49]=[CH:48][N:47]=[C:46]([C:50]2[CH:55]=[CH:54][CH:53]=[CH:52][C:51]=2[O:56][CH3:57])[N:45]=1)[C:32]([O-:34])=[O:33].C([O-])([O-])=O.[Cs+].[Cs+].[C:64](O)(C)(C)[CH3:65], predict the reaction product. (4) Given the reactants [F:1][C:2]([F:9])([F:8])[C:3]([F:7])=[C:4]([F:6])[F:5].[CH2:10]=[CH:11][C:12]([NH:14][C:15]([CH2:18][OH:19])([CH3:17])[CH3:16])=[O:13].C([O-])([O-])=O.[Cs+].[Cs+], predict the reaction product. The product is: [CH2:10]=[CH:11][C:12]([NH:14][C:15]([CH2:18][O:19][C:4]([CH:3]([C:2]([F:9])([F:8])[F:1])[F:7])([F:6])[F:5])([CH3:17])[CH3:16])=[O:13]. (5) The product is: [CH3:1][O:2][C:3]1[CH:8]=[CH:7][N:6]=[C:5]([C:14]#[N:15])[CH:4]=1. Given the reactants [CH3:1][O:2][C:3]1[CH:8]=[CH:7][N+:6]([O-])=[CH:5][CH:4]=1.C[Si]([C:14]#[N:15])(C)C.CN(C)C(Cl)=O.C(=O)([O-])O.[Na+], predict the reaction product. (6) Given the reactants [CH:1]1[CH:2]=[CH:3][N:4]2[CH2:10][C:9]3[CH:11]=[CH:12][CH:13]=[CH:14][C:8]=3[N:7]([C:15]([C:17]3[CH:22]=[CH:21][C:20]([C:23]4[CH2:28][CH2:27][CH2:26][CH:25]([OH:29])[C:24]=4[CH3:30])=[C:19]([CH3:31])[CH:18]=3)=[O:16])[CH2:6][C:5]=12.C(O)C, predict the reaction product. The product is: [CH:1]1[CH:2]=[CH:3][N:4]2[CH2:10][C:9]3[CH:11]=[CH:12][CH:13]=[CH:14][C:8]=3[N:7]([C:15]([C:17]3[CH:22]=[CH:21][C:20]([C:23]4[CH2:28][CH2:27][CH2:26][C@@H:25]([OH:29])[C:24]=4[CH3:30])=[C:19]([CH3:31])[CH:18]=3)=[O:16])[CH2:6][C:5]=12. (7) Given the reactants CC1C(N2CCN(C(C3C=CC(I)=CC=3)=O)CC2)=NC=C(C)C=1.C(C1CN(CC2C=CC(OC)=CC=2)C(=O)N1)C.[CH3:41][C:42]1[C:43]([N:49]2[CH2:54][CH2:53][N:52]([C:55]([C:57]3[CH:62]=[CH:61][C:60]([N:63]4[CH:67]([CH2:68][CH3:69])[CH2:66][N:65](CC5C=CC(OC)=CC=5)[C:64]4=[O:79])=[CH:59][CH:58]=3)=[O:56])[CH2:51][CH2:50]2)=[N:44][CH:45]=[C:46]([CH3:48])[CH:47]=1, predict the reaction product. The product is: [CH3:41][C:42]1[C:43]([N:49]2[CH2:50][CH2:51][N:52]([C:55]([C:57]3[CH:58]=[CH:59][C:60]([N:63]4[CH:67]([CH2:68][CH3:69])[CH2:66][NH:65][C:64]4=[O:79])=[CH:61][CH:62]=3)=[O:56])[CH2:53][CH2:54]2)=[N:44][CH:45]=[C:46]([CH3:48])[CH:47]=1. (8) Given the reactants C[O:2][C:3](=[O:15])[C:4]1[CH:9]=[CH:8][CH:7]=[C:6]([C:10]2([F:14])[CH2:13][O:12][CH2:11]2)[CH:5]=1.[OH-].[Na+], predict the reaction product. The product is: [F:14][C:10]1([C:6]2[CH:5]=[C:4]([CH:9]=[CH:8][CH:7]=2)[C:3]([OH:15])=[O:2])[CH2:11][O:12][CH2:13]1. (9) Given the reactants Cl.Cl.[Cl:3][C:4]1[CH:5]=[N:6][C:7]2[NH:8][C:9]3[CH:10]=[CH:11][CH:12]=[C:13]([CH:26]=3)[CH2:14][CH2:15][C:16]3[CH:24]=[C:20]([NH:21][C:22]=1[N:23]=2)[CH:19]=[CH:18][C:17]=3[NH2:25].N1C=CC=CC=1.[C:33](Cl)(Cl)=[O:34].C1(C)C=CC=CC=1.[NH:44]1[CH2:48][CH2:47][C@@H:46]([NH:49][C:50](=[O:56])[O:51][C:52]([CH3:55])([CH3:54])[CH3:53])[CH2:45]1, predict the reaction product. The product is: [Cl:3][C:4]1[CH:5]=[N:6][C:7]2[NH:8][C:9]3[CH:10]=[CH:11][CH:12]=[C:13]([CH:26]=3)[CH2:14][CH2:15][C:16]3[CH:24]=[C:20]([NH:21][C:22]=1[N:23]=2)[CH:19]=[CH:18][C:17]=3[NH:25][C:33]([N:44]1[CH2:48][CH2:47][C@@H:46]([NH:49][C:50](=[O:56])[O:51][C:52]([CH3:53])([CH3:55])[CH3:54])[CH2:45]1)=[O:34]. (10) Given the reactants [C:1]([C:3]1[CH:4]=[C:5]([C:16]2[CH:21]=[CH:20][N:19]=[C:18]3[N:22](S(C4C=CC=CC=4)(=O)=O)[C:23]([C:25]4[CH:26]=[N:27][N:28]([CH:30]5[CH2:35][CH2:34][N:33]([C:36]([O:38][C:39]([CH3:42])([CH3:41])[CH3:40])=[O:37])[CH2:32][CH2:31]5)[CH:29]=4)=[CH:24][C:17]=23)[CH:6]=[CH:7][C:8]=1[O:9][CH:10]1[CH2:15][CH2:14][O:13][CH2:12][CH2:11]1)#[N:2].C(=O)([O-])[O-].[Cs+].[Cs+].FC(F)(F)CO, predict the reaction product. The product is: [C:1]([C:3]1[CH:4]=[C:5]([C:16]2[CH:21]=[CH:20][N:19]=[C:18]3[NH:22][C:23]([C:25]4[CH:26]=[N:27][N:28]([CH:30]5[CH2:31][CH2:32][N:33]([C:36]([O:38][C:39]([CH3:42])([CH3:41])[CH3:40])=[O:37])[CH2:34][CH2:35]5)[CH:29]=4)=[CH:24][C:17]=23)[CH:6]=[CH:7][C:8]=1[O:9][CH:10]1[CH2:15][CH2:14][O:13][CH2:12][CH2:11]1)#[N:2].